Dataset: Full USPTO retrosynthesis dataset with 1.9M reactions from patents (1976-2016). Task: Predict the reactants needed to synthesize the given product. (1) Given the product [N:20]1([C:21]([O:19][C:4]2[CH:3]=[C:2]([Cl:1])[N:7]=[N:6][C:5]=2[O:8][C:9]2[C:14]([CH3:15])=[CH:13][CH:12]=[CH:11][C:10]=2[CH:16]2[CH2:18][CH2:17]2)=[O:27])[CH2:22][CH2:23][CH2:24][CH2:25]1, predict the reactants needed to synthesize it. The reactants are: [Cl:1][C:2]1[N:7]=[N:6][C:5]([O:8][C:9]2[C:14]([CH3:15])=[CH:13][CH:12]=[CH:11][C:10]=2[CH:16]2[CH2:18][CH2:17]2)=[C:4]([OH:19])[CH:3]=1.[N:20]1[CH:25]=[CH:24][CH:23]=[CH:22][CH:21]=1.C(Cl)(Cl)=[O:27].C1(C)C=CC=CC=1.N1CCCC1. (2) Given the product [CH3:15][O:16][CH2:17][CH2:18][O:19][C:20]1[C:25]2[CH:26]([NH:29][C:2]3[CH:11]=[CH:10][C:9]4[C:4](=[CH:5][CH:6]=[C:7]([N+:12]([O-:14])=[O:13])[CH:8]=4)[N:3]=3)[CH2:27][O:28][C:24]=2[CH:23]=[CH:22][CH:21]=1, predict the reactants needed to synthesize it. The reactants are: Cl[C:2]1[CH:11]=[CH:10][C:9]2[C:4](=[CH:5][CH:6]=[C:7]([N+:12]([O-:14])=[O:13])[CH:8]=2)[N:3]=1.[CH3:15][O:16][CH2:17][CH2:18][O:19][C:20]1[C:25]2[CH:26]([NH2:29])[CH2:27][O:28][C:24]=2[CH:23]=[CH:22][CH:21]=1.C(N(C(C)C)C(C)C)C. (3) Given the product [CH3:1][C:2]1[N:3]([CH2:18][C:19]2[O:23][N:22]=[C:21]([C:24]3[CH:25]=[CH:26][CH:27]=[CH:28][CH:29]=3)[CH:20]=2)[C:4]2[C:9]([CH:10]=1)=[C:8]([C:11]([F:12])([F:14])[F:13])[C:7]([C:15]#[N:16])=[CH:6][CH:5]=2, predict the reactants needed to synthesize it. The reactants are: [CH3:1][C:2]1[NH:3][C:4]2[C:9]([CH:10]=1)=[C:8]([C:11]([F:14])([F:13])[F:12])[C:7]([C:15]#[N:16])=[CH:6][CH:5]=2.Cl[CH2:18][C:19]1[O:23][N:22]=[C:21]([C:24]2[CH:29]=[CH:28][CH:27]=[CH:26][CH:25]=2)[CH:20]=1. (4) Given the product [OH:17][CH2:14][C:15]1[N:3]=[N:2][N:1]([C:4]2[CH:5]=[CH:6][C:7]([C:10]#[C:11][C:12]#[N:13])=[CH:8][CH:9]=2)[CH:16]=1, predict the reactants needed to synthesize it. The reactants are: [N:1]([C:4]1[CH:9]=[CH:8][C:7]([C:10]#[C:11][C:12]#[N:13])=[CH:6][CH:5]=1)=[N+:2]=[N-:3].[CH2:14]([OH:17])[C:15]#[CH:16].O=C1O[C@H]([C@H](CO)O)C([O-])=C1O.[Na+]. (5) Given the product [N+:28]([C:27]1[C:22]([NH:20][CH:17]2[CH2:18][CH2:19][O:14][CH2:15][CH2:16]2)=[N:23][C:24]([C:31]2[CH:32]=[N:33][N:34]3[CH:39]=[CH:38][N:37]=[CH:36][C:35]=23)=[N:25][CH:26]=1)([O-:30])=[O:29], predict the reactants needed to synthesize it. The reactants are: C(N(C(C)C)CC)(C)C.C(O)(=O)C.[O:14]1[CH2:19][CH2:18][CH:17]([NH2:20])[CH2:16][CH2:15]1.Cl[C:22]1[C:27]([N+:28]([O-:30])=[O:29])=[CH:26][N:25]=[C:24]([C:31]2[CH:32]=[N:33][N:34]3[CH:39]=[CH:38][N:37]=[CH:36][C:35]=23)[N:23]=1.